The task is: Predict the reactants needed to synthesize the given product.. This data is from Full USPTO retrosynthesis dataset with 1.9M reactions from patents (1976-2016). (1) Given the product [CH3:9][CH2:10][C@@:11]1([OH:67])[CH2:29][N:27]2[CH2:28][C@@H:13]([CH2:14][C@:15]([C:63]([O:65][CH3:66])=[O:64])([C:30]3[CH:31]=[C:32]4[C@:40]56[C@@H:44]7[C@:45]([CH2:60][CH3:61])([C@@H:49]([O:56][C:57]([CH3:59])=[O:58])[C@:50]([OH:55])([C:51]([O:53][CH3:54])=[O:52])[C@@H:39]5[N:38]([CH3:62])[C:33]4=[CH:34][C:35]=3[O:36][CH3:37])[CH:46]=[CH:47][CH2:48][N:43]7[CH2:42][CH2:41]6)[C:16]3[NH:24][C:23]4[C:22]([I:1])=[CH:21][CH:20]=[CH:19][C:18]=4[C:17]=3[CH2:25][CH2:26]2)[CH2:12]1, predict the reactants needed to synthesize it. The reactants are: [I:1]N1C(=O)CCC1=O.[CH3:9][CH2:10][C@@:11]1([OH:67])[CH2:29][N:27]2[CH2:28][C@H:13]([CH2:14][C@:15]([C:63]([O:65][CH3:66])=[O:64])([C:30]3[CH:31]=[C:32]4[C@:40]56[C@@H:44]7[C@:45]([CH2:60][CH3:61])([C@@H:49]([O:56][C:57]([CH3:59])=[O:58])[C@:50]([OH:55])([C:51]([O:53][CH3:54])=[O:52])[C@@H:39]5[N:38]([CH3:62])[C:33]4=[CH:34][C:35]=3[O:36][CH3:37])[CH:46]=[CH:47][CH2:48][N:43]7[CH2:42][CH2:41]6)[C:16]3[NH:24][C:23]4[CH:22]=[CH:21][CH:20]=[CH:19][C:18]=4[C:17]=3[CH2:25][CH2:26]2)[CH2:12]1.S([O-])(O)(=O)=O.S([O-])([O-])=O.[Na+].[Na+].C(=O)([O-])O.[Na+]. (2) The reactants are: Cl[C:2]1[C:11]2[C:6](=[CH:7][CH:8]=[C:9]([CH:12]=[O:13])[CH:10]=2)[N:5]=[CH:4][N:3]=1.[C:14]1(B(O)O)[CH:19]=[CH:18][CH:17]=[CH:16][CH:15]=1.C(=O)([O-])[O-].[Na+].[Na+]. Given the product [C:14]1([C:2]2[C:11]3[C:6](=[CH:7][CH:8]=[C:9]([CH:12]=[O:13])[CH:10]=3)[N:5]=[CH:4][N:3]=2)[CH:19]=[CH:18][CH:17]=[CH:16][CH:15]=1, predict the reactants needed to synthesize it. (3) Given the product [Cl:1][C:2]1[CH:3]=[C:4]([C:8]2[CH:13]=[C:12]([C:14](=[O:33])[NH:15][CH2:16][CH2:17][CH2:18][CH2:19][CH2:20][CH2:21][CH2:22][CH2:23][N:24]3[C:32]4[C:27](=[CH:28][CH:29]=[CH:30][CH:31]=4)[CH:26]=[CH:25]3)[CH:11]=[C:10]([C:34]3[CH:39]=[CH:38][CH:37]=[C:36]([Cl:40])[CH:35]=3)[C:9]=2[O:41][CH2:42][CH2:43][O:44][CH2:45][C:46]([OH:48])=[O:47])[CH:5]=[CH:6][CH:7]=1, predict the reactants needed to synthesize it. The reactants are: [Cl:1][C:2]1[CH:3]=[C:4]([C:8]2[CH:13]=[C:12]([C:14](=[O:33])[NH:15][CH2:16][CH2:17][CH2:18][CH2:19][CH2:20][CH2:21][CH2:22][CH2:23][N:24]3[C:32]4[C:27](=[CH:28][CH:29]=[CH:30][CH:31]=4)[CH:26]=[CH:25]3)[CH:11]=[C:10]([C:34]3[CH:39]=[CH:38][CH:37]=[C:36]([Cl:40])[CH:35]=3)[C:9]=2[O:41][CH2:42][CH2:43][O:44][CH2:45][C:46]([O:48]C)=[O:47])[CH:5]=[CH:6][CH:7]=1.[K+].[Br-].